From a dataset of Forward reaction prediction with 1.9M reactions from USPTO patents (1976-2016). Predict the product of the given reaction. (1) Given the reactants O=S(Cl)[Cl:3].[C:5]([C:9]1[CH:13]=[C:12]([C:14]([O:16][CH2:17][CH3:18])=[O:15])[N:11]([C:19]2[CH:24]=[CH:23][CH:22]=[C:21]([CH2:25]O)[CH:20]=2)[N:10]=1)([CH3:8])([CH3:7])[CH3:6], predict the reaction product. The product is: [C:5]([C:9]1[CH:13]=[C:12]([C:14]([O:16][CH2:17][CH3:18])=[O:15])[N:11]([C:19]2[CH:24]=[CH:23][CH:22]=[C:21]([CH2:25][Cl:3])[CH:20]=2)[N:10]=1)([CH3:8])([CH3:7])[CH3:6]. (2) Given the reactants [F:1][C:2]([F:16])([C:8]1[CH:13]=[CH:12][CH:11]=[C:10]([F:14])[C:9]=1[CH3:15])[C:3]([O:5]CC)=[O:4].O.[OH-].[Li+], predict the reaction product. The product is: [F:16][C:2]([F:1])([C:8]1[CH:13]=[CH:12][CH:11]=[C:10]([F:14])[C:9]=1[CH3:15])[C:3]([OH:5])=[O:4]. (3) Given the reactants [O:1]([CH2:3][C:4]([O:6][CH3:7])=O)C.[CH:8](OCC)=O.C[O-].[Na+].[NH2:16][C:17]([NH2:19])=[O:18], predict the reaction product. The product is: [CH3:7][O:6][C:4]1[C:3]([OH:1])=[N:16][C:17]([OH:18])=[N:19][CH:8]=1. (4) Given the reactants [I:1][C:2]1[CH:3]=[CH:4][CH:5]=[C:6]2[C:11]=1[N:10]=[C:9](S(C)(=O)=O)[N:8]([CH2:16][CH2:17][O:18][CH3:19])[C:7]2=[O:20].[C:21]([NH2:25])([CH3:24])([CH3:23])[CH3:22].[OH-].[Na+], predict the reaction product. The product is: [C:21]([NH:25][C:9]1[N:8]([CH2:16][CH2:17][O:18][CH3:19])[C:7](=[O:20])[C:6]2[C:11](=[C:2]([I:1])[CH:3]=[CH:4][CH:5]=2)[N:10]=1)([CH3:24])([CH3:23])[CH3:22]. (5) Given the reactants [C:1](Cl)(=[O:3])[CH3:2].[NH2:5][C:6]1[C:15]([C:16]2[CH:20]=[CH:19][O:18][C:17]=2[CH2:21][O:22][Si:23]([C:26]([CH3:29])([CH3:28])[CH3:27])([CH3:25])[CH3:24])=[CH:14][CH:13]=[C:12]([NH:30][C:31](=[O:36])[C:32]([CH3:35])([CH3:34])[CH3:33])[C:7]=1[C:8]([O:10][CH3:11])=[O:9], predict the reaction product. The product is: [C:1]([NH:5][C:6]1[C:15]([C:16]2[CH:20]=[CH:19][O:18][C:17]=2[CH2:21][O:22][Si:23]([C:26]([CH3:29])([CH3:28])[CH3:27])([CH3:25])[CH3:24])=[CH:14][CH:13]=[C:12]([NH:30][C:31](=[O:36])[C:32]([CH3:35])([CH3:34])[CH3:33])[C:7]=1[C:8]([O:10][CH3:11])=[O:9])(=[O:3])[CH3:2]. (6) Given the reactants [C:1]([C:5]1[N:6]([C:18]([OH:20])=[O:19])[C:7]2[C:12]([CH:13]=1)=[CH:11][C:10]([Br:14])=[C:9]([Cl:15])[C:8]=2[CH2:16]Br)([CH3:4])([CH3:3])[CH3:2].C[N+]1([O-])CC[O:25]CC1, predict the reaction product. The product is: [C:1]([C:5]1[N:6]([C:18]([OH:20])=[O:19])[C:7]2[C:12]([CH:13]=1)=[CH:11][C:10]([Br:14])=[C:9]([Cl:15])[C:8]=2[CH:16]=[O:25])([CH3:4])([CH3:3])[CH3:2]. (7) The product is: [Cl:9][C:6]1[C:7]([N:31]2[CH2:30][CH2:29][CH:28]([C:23]3[CH:24]=[CH:25][CH:26]=[CH:27][C:22]=3[Cl:21])[CH2:33][CH2:32]2)=[CH:2][N:3]=[N:4][C:5]=1[NH:40][NH2:41]. Given the reactants Cl[C:2]1[N:3]=[N:4][CH:5]=[C:6]([Cl:9])[C:7]=1Cl.CC1C=CC(S(O)(=O)=O)=CC=1.[Cl:21][C:22]1[CH:27]=[CH:26][CH:25]=[CH:24][C:23]=1[CH:28]1[CH2:33][CH2:32][NH:31][CH2:30][CH2:29]1.C(=O)([O-])[O-].[K+].[K+].[NH2:40][NH2:41], predict the reaction product. (8) Given the reactants Br[C:2]1[CH:3]=[C:4]2[C:10]([C:11]3[CH:12]=[N:13][N:14]([CH2:16][C:17]4[CH:22]=[CH:21][CH:20]=[C:19]([F:23])[CH:18]=4)[CH:15]=3)=[CH:9][N:8]([S:24]([C:27]3[CH:33]=[CH:32][C:30]([CH3:31])=[CH:29][CH:28]=3)(=[O:26])=[O:25])[C:5]2=[N:6][CH:7]=1.CC1(C)C(C)(C)OB([C:42]2[CH:47]=[CH:46][C:45]([N:48]3[CH2:53][CH2:52][N:51]([C:54]([O:56][C:57]([CH3:60])([CH3:59])[CH3:58])=[O:55])[CH2:50][CH2:49]3)=[CH:44][CH:43]=2)O1.C(=O)([O-])[O-].[Na+].[Na+], predict the reaction product. The product is: [F:23][C:19]1[CH:18]=[C:17]([CH:22]=[CH:21][CH:20]=1)[CH2:16][N:14]1[CH:15]=[C:11]([C:10]2[C:4]3[C:5](=[N:6][CH:7]=[C:2]([C:42]4[CH:43]=[CH:44][C:45]([N:48]5[CH2:49][CH2:50][N:51]([C:54]([O:56][C:57]([CH3:60])([CH3:59])[CH3:58])=[O:55])[CH2:52][CH2:53]5)=[CH:46][CH:47]=4)[CH:3]=3)[N:8]([S:24]([C:27]3[CH:33]=[CH:32][C:30]([CH3:31])=[CH:29][CH:28]=3)(=[O:26])=[O:25])[CH:9]=2)[CH:12]=[N:13]1.